From a dataset of Catalyst prediction with 721,799 reactions and 888 catalyst types from USPTO. Predict which catalyst facilitates the given reaction. (1) Reactant: [F:1][C:2]([F:10])([F:9])[CH:3]([OH:8])[C:4]([F:7])([F:6])[F:5].Cl[C:12](Cl)([O:14]C(=O)OC(Cl)(Cl)Cl)Cl.C(N(CC)C(C)C)(C)C.[F:32][C:33]1[CH:38]=[CH:37][CH:36]=[C:35]([CH2:39][N:40]2[CH2:45][CH2:44][NH:43][CH2:42][CH2:41]2)[C:34]=1[N:46]1[CH2:51][CH2:50][O:49][CH2:48][CH2:47]1. Product: [F:32][C:33]1[C:34]([N:46]2[CH2:51][CH2:50][O:49][CH2:48][CH2:47]2)=[C:35]([CH2:39][N:40]2[CH2:45][CH2:44][N:43]([C:12]([O:8][CH:3]([C:4]([F:7])([F:6])[F:5])[C:2]([F:10])([F:9])[F:1])=[O:14])[CH2:42][CH2:41]2)[CH:36]=[CH:37][CH:38]=1. The catalyst class is: 229. (2) Reactant: [Cl:1][C:2]1[CH:7]=[CH:6][C:5]([C:8]2[CH2:13][CH2:12][N:11]([C:14]([O:16][C:17]([CH3:20])([CH3:19])[CH3:18])=[O:15])[CH2:10][CH:9]=2)=[CH:4][CH:3]=1. Product: [Cl:1][C:2]1[CH:7]=[CH:6][C:5]([CH:8]2[CH2:9][CH2:10][N:11]([C:14]([O:16][C:17]([CH3:20])([CH3:19])[CH3:18])=[O:15])[CH2:12][CH2:13]2)=[CH:4][CH:3]=1. The catalyst class is: 5. (3) Reactant: [CH3:1][C:2]1[N:3]=[CH:4][S:5][C:6]=1[C:7](=[O:9])[CH3:8].[BrH:10].BrBr.C(OCC)C. Product: [BrH:10].[Br:10][CH2:8][C:7]([C:6]1[S:5][CH:4]=[N:3][C:2]=1[CH3:1])=[O:9]. The catalyst class is: 15. (4) Reactant: Cl.[C:2]([C:6]1[N:11]=[CH:10][C:9]([NH:12][NH3+])=[CH:8][CH:7]=1)([CH3:5])([CH3:4])[CH3:3].Cl.O1CCOCC1.NN. Product: [C:2]([C:6]1[N:11]=[CH:10][C:9]([NH2:12])=[CH:8][CH:7]=1)([CH3:5])([CH3:3])[CH3:4]. The catalyst class is: 284. (5) Reactant: [Br:1][C:2]1[C:3](=[O:29])[N:4]([CH2:19][C:20]2[N:21]=[CH:22][C:23]([C:26](O)=[O:27])=[N:24][CH:25]=2)[C:5]([CH3:18])=[CH:6][C:7]=1[O:8][CH2:9][C:10]1[CH:15]=[CH:14][C:13]([F:16])=[CH:12][C:11]=1[F:17].[CH3:30][N:31]1CCOC[CH2:32]1.CNC. Product: [Br:1][C:2]1[C:3](=[O:29])[N:4]([CH2:19][C:20]2[N:21]=[CH:22][C:23]([C:26]([N:31]([CH3:32])[CH3:30])=[O:27])=[N:24][CH:25]=2)[C:5]([CH3:18])=[CH:6][C:7]=1[O:8][CH2:9][C:10]1[CH:15]=[CH:14][C:13]([F:16])=[CH:12][C:11]=1[F:17]. The catalyst class is: 3. (6) Reactant: [CH3:1][O:2][C:3]1[CH:8]=[CH:7][C:6]([N:9]2[CH2:14][CH2:13][N:12]([C:15]3[S:16][C:17]([C:26]([O:28]CC)=O)=[C:18]([C:20]4[CH:25]=[CH:24][CH:23]=[CH:22][CH:21]=4)[N:19]=3)[CH2:11][CH2:10]2)=[CH:5][CH:4]=1.S(Cl)(Cl)=O.[OH-].[NH4+:36]. Product: [CH3:1][O:2][C:3]1[CH:4]=[CH:5][C:6]([N:9]2[CH2:14][CH2:13][N:12]([C:15]3[S:16][C:17]([C:26]([NH2:36])=[O:28])=[C:18]([C:20]4[CH:21]=[CH:22][CH:23]=[CH:24][CH:25]=4)[N:19]=3)[CH2:11][CH2:10]2)=[CH:7][CH:8]=1. The catalyst class is: 348.